From a dataset of Reaction yield outcomes from USPTO patents with 853,638 reactions. Predict the reaction yield, written as a fraction of the theoretical maximum amount of product (1.0 means a 100% yield; for example, 0.34 means a 34% yield). (1) The reactants are CC1C=CC(S(O[C@H:12]([CH2:16][CH2:17][CH2:18][CH2:19][CH:20]=[CH2:21])[CH2:13][O:14][CH3:15])(=O)=O)=CC=1.[CH2:22]([O:24][C:25](=[O:41])[CH2:26][N:27]=[C:28]([C:35]1[CH:40]=[CH:39][CH:38]=[CH:37][CH:36]=1)[C:29]1[CH:34]=[CH:33][CH:32]=[CH:31][CH:30]=1)[CH3:23].CC([O-])(C)C.[K+]. The catalyst is C1(C)C=CC=CC=1. The product is [C:29]1([C:28](=[N:27][CH:26]([C@H:12]([CH2:13][O:14][CH3:15])[CH2:16][CH2:17][CH2:18][CH2:19][CH:20]=[CH2:21])[C:25]([O:24][CH2:22][CH3:23])=[O:41])[C:35]2[CH:40]=[CH:39][CH:38]=[CH:37][CH:36]=2)[CH:30]=[CH:31][CH:32]=[CH:33][CH:34]=1. The yield is 0.220. (2) The reactants are F[C:2]1[N:10]=[CH:9][CH:8]=[CH:7][C:3]=1[C:4]([OH:6])=O.[CH:11]1([OH:16])[CH2:15][CH2:14][CH2:13][CH2:12]1.C[Si]([N-][Si](C)(C)C)(C)C.[K+].[CH2:27]([NH2:35])[CH2:28][C:29]1[CH:34]=[CH:33][CH:32]=[CH:31][CH:30]=1.F[P-](F)(F)(F)(F)F.N1(OC(N(C)C)=[N+](C)C)C2N=CC=CC=2N=N1. The catalyst is CN(C)C=O. The product is [CH:11]1([O:16][C:2]2[N:10]=[CH:9][CH:8]=[CH:7][C:3]=2[C:4]([NH:35][CH2:27][CH2:28][C:29]2[CH:34]=[CH:33][CH:32]=[CH:31][CH:30]=2)=[O:6])[CH2:15][CH2:14][CH2:13][CH2:12]1. The yield is 0.0160. (3) The reactants are [Cl:1][C:2]1[CH:14]=[CH:13][C:5]([CH2:6][NH:7][S:8]([CH2:11]Cl)(=[O:10])=[O:9])=[CH:4][CH:3]=1.Cl.[Cl:16][C:17]1[CH:22]=[CH:21][C:20]([C:23]([C:25]2[C:26]([SH:31])=[N:27][CH:28]=[CH:29][CH:30]=2)=O)=[CH:19][CH:18]=1. No catalyst specified. The product is [Cl:1][C:2]1[CH:14]=[CH:13][C:5]([CH2:6][NH:7][S:8]([C:11]2[S:31][C:26]3=[N:27][CH:28]=[CH:29][CH:30]=[C:25]3[C:23]=2[C:20]2[CH:21]=[CH:22][C:17]([Cl:16])=[CH:18][CH:19]=2)(=[O:10])=[O:9])=[CH:4][CH:3]=1. The yield is 0.450. (4) The reactants are [CH2:1]([O:8][CH2:9][CH2:10][O:11][C:12]1[CH:18]=[CH:17][C:15]([NH2:16])=[CH:14][C:13]=1[C:19]([F:22])([F:21])[F:20])[C:2]1[CH:7]=[CH:6][CH:5]=[CH:4][CH:3]=1.CCN(CC)CC.[Br:30][C:31]1[CH:36]=[C:35]([F:37])[C:34]([CH2:38][C:39](Cl)=[O:40])=[C:33]([F:42])[CH:32]=1. The catalyst is C(Cl)Cl. The product is [CH2:1]([O:8][CH2:9][CH2:10][O:11][C:12]1[CH:18]=[CH:17][C:15]([NH:16][C:39](=[O:40])[CH2:38][C:34]2[C:33]([F:42])=[CH:32][C:31]([Br:30])=[CH:36][C:35]=2[F:37])=[CH:14][C:13]=1[C:19]([F:20])([F:21])[F:22])[C:2]1[CH:3]=[CH:4][CH:5]=[CH:6][CH:7]=1. The yield is 0.176. (5) The reactants are [CH3:1][O:2][C:3](=[O:25])[C:4](C)([CH2:9][C@H:10]1[CH2:14][C:13](=[O:15])[N:12]([C@H:16]([C:18]2[CH:23]=[CH:22][CH:21]=[CH:20][CH:19]=2)[CH3:17])[CH2:11]1)[C:5](OC)=O.[Na+].[Cl-].CS(C)=O. The catalyst is O. The product is [CH3:1][O:2][C:3](=[O:25])[CH:4]([CH3:5])[CH2:9][C@H:10]1[CH2:14][C:13](=[O:15])[N:12]([C@H:16]([C:18]2[CH:19]=[CH:20][CH:21]=[CH:22][CH:23]=2)[CH3:17])[CH2:11]1. The yield is 0.400. (6) The reactants are [Cl:1][C:2]1[CH:3]=[CH:4][C:5]([N:8]([CH2:16][CH2:17][NH:18][C@:19]23[CH2:63][CH2:62][C@@H:61]([C:64]([CH3:66])=[CH2:65])[C@@H:20]2[C@@H:21]2[C@@:34]([CH3:37])([CH2:35][CH2:36]3)[C@@:33]3([CH3:38])[C@@H:24]([C@:25]4([CH3:60])[C@@H:30]([CH2:31][CH2:32]3)[C:29]([CH3:40])([CH3:39])[C:28]([C:41]3[CH2:59][C:43]5([CH2:46][C:45]([C:53]([O:55]C(C)C)=[O:54])([C:47]([O:49]C(C)C)=[O:48])[CH2:44]5)[CH:42]=3)=[CH:27][CH2:26]4)[CH2:23][CH2:22]2)[S:9]([C:12]([F:15])([F:14])[F:13])(=[O:11])=[O:10])=[N:6][CH:7]=1.[OH-].[Na+].Cl. The catalyst is O1CCOCC1.CO. The product is [Cl:1][C:2]1[CH:3]=[CH:4][C:5]([N:8]([CH2:16][CH2:17][NH:18][C@:19]23[CH2:63][CH2:62][C@@H:61]([C:64]([CH3:66])=[CH2:65])[C@@H:20]2[C@@H:21]2[C@@:34]([CH3:37])([CH2:35][CH2:36]3)[C@@:33]3([CH3:38])[C@@H:24]([C@:25]4([CH3:60])[C@@H:30]([CH2:31][CH2:32]3)[C:29]([CH3:39])([CH3:40])[C:28]([C:41]3[CH2:59][C:43]5([CH2:46][C:45]([C:53]([OH:55])=[O:54])([C:47]([OH:49])=[O:48])[CH2:44]5)[CH:42]=3)=[CH:27][CH2:26]4)[CH2:23][CH2:22]2)[S:9]([C:12]([F:15])([F:14])[F:13])(=[O:11])=[O:10])=[N:6][CH:7]=1. The yield is 0.470. (7) The reactants are [Br:1][CH2:2][C:3]([C:5]1[CH:10]=[CH:9][C:8]([OH:11])=[CH:7][CH:6]=1)=[O:4].[CH3:12][O:13][C:14]1[N:19]=[CH:18][C:17]([CH:20]([NH:32][C:33]2[CH:34]=[C:35]([CH:41]=[CH:42][CH:43]=2)[C:36]([O:38][CH2:39][CH3:40])=[O:37])[C:21](=[O:31])[O:22][C@@H:23]2[CH:28]3[CH2:29][CH2:30][N:25]([CH2:26][CH2:27]3)[CH2:24]2)=[CH:16][CH:15]=1. The catalyst is CCOC(C)=O. The product is [Br-:1].[CH2:39]([O:38][C:36]([C:35]1[CH:34]=[C:33]([NH:32][CH:20]([C:17]2[CH:18]=[N:19][C:14]([O:13][CH3:12])=[CH:15][CH:16]=2)[C:21]([O:22][C@@H:23]2[CH:28]3[CH2:29][CH2:30][N+:25]([CH2:2][C:3]([C:5]4[CH:10]=[CH:9][C:8]([OH:11])=[CH:7][CH:6]=4)=[O:4])([CH2:26][CH2:27]3)[CH2:24]2)=[O:31])[CH:43]=[CH:42][CH:41]=1)=[O:37])[CH3:40]. The yield is 0.501. (8) The reactants are C[Mg]I.O1CCC[CH2:5]1.C(N(CC)CC)C.C(O[C:19]([C:21]1[CH:25]=[C:24]([C:26]2[CH:31]=[CH:30][CH:29]=[C:28]([Cl:32])[CH:27]=2)[O:23][N:22]=1)=[O:20])C.Cl. The catalyst is C1(C)C=CC=CC=1. The product is [Cl:32][C:28]1[CH:27]=[C:26]([C:24]2[O:23][N:22]=[C:21]([C:19](=[O:20])[CH3:5])[CH:25]=2)[CH:31]=[CH:30][CH:29]=1. The yield is 0.600. (9) The reactants are [Cl:1][C:2]1[CH:3]=[C:4]([O:26][CH3:27])[C:5]2[CH2:16][CH:15]=[CH:14][CH2:13][CH2:12][C:11]3[CH:17]=[C:18]([CH3:23])[N:19]=[C:20]([O:21]C)[C:10]=3[CH2:9][NH:8][C:7](=[O:24])[C:6]=2[CH:25]=1.Cl. The catalyst is O1CCOCC1.CCO. The product is [Cl:1][C:2]1[CH:3]=[C:4]([O:26][CH3:27])[C:5]2[CH2:16][CH:15]=[CH:14][CH2:13][CH2:12][C:11]3[CH:17]=[C:18]([CH3:23])[NH:19][C:20](=[O:21])[C:10]=3[CH2:9][NH:8][C:7](=[O:24])[C:6]=2[CH:25]=1. The yield is 0.980. (10) The reactants are Br[C:2]1[CH:7]=[CH:6][C:5]([CH:8]([CH3:15])[CH2:9][NH:10][S:11]([CH3:14])(=[O:13])=[O:12])=[CH:4][CH:3]=1.[F:16][C:17]1[CH:18]=[C:19](B(O)O)[CH:20]=[CH:21][CH:22]=1.C(=O)([O-])[O-].[K+].[K+]. The catalyst is C1(C)C=CC=CC=1.C(OCC)(=O)C.Cl[Pd](Cl)([P](C1C=CC=CC=1)(C1C=CC=CC=1)C1C=CC=CC=1)[P](C1C=CC=CC=1)(C1C=CC=CC=1)C1C=CC=CC=1. The product is [F:16][C:17]1[CH:22]=[C:21]([C:2]2[CH:7]=[CH:6][C:5]([CH:8]([CH3:15])[CH2:9][NH:10][S:11]([CH3:14])(=[O:13])=[O:12])=[CH:4][CH:3]=2)[CH:20]=[CH:19][CH:18]=1. The yield is 0.0900.